This data is from Full USPTO retrosynthesis dataset with 1.9M reactions from patents (1976-2016). The task is: Predict the reactants needed to synthesize the given product. Given the product [Si:14]([O:13][CH:10]1[CH2:11][CH2:12][N:8]([C:4]2[CH:5]=[CH:6][CH:7]=[C:2]([B:21]3[O:25][C:24]([CH3:27])([CH3:26])[C:23]([CH3:29])([CH3:28])[O:22]3)[CH:3]=2)[CH2:9]1)([C:17]([CH3:20])([CH3:19])[CH3:18])([CH3:16])[CH3:15], predict the reactants needed to synthesize it. The reactants are: Br[C:2]1[CH:3]=[C:4]([N:8]2[CH2:12][CH2:11][CH:10]([O:13][Si:14]([C:17]([CH3:20])([CH3:19])[CH3:18])([CH3:16])[CH3:15])[CH2:9]2)[CH:5]=[CH:6][CH:7]=1.[B:21]1([B:21]2[O:25][C:24]([CH3:27])([CH3:26])[C:23]([CH3:29])([CH3:28])[O:22]2)[O:25][C:24]([CH3:27])([CH3:26])[C:23]([CH3:29])([CH3:28])[O:22]1.CC([O-])=O.[K+].